Dataset: Forward reaction prediction with 1.9M reactions from USPTO patents (1976-2016). Task: Predict the product of the given reaction. Given the reactants C([O:3][C:4](=[O:38])[CH2:5][C:6]1[CH:7]=[C:8]([C:14]2[CH:19]=[CH:18][C:17]([C:20]([F:23])([F:22])[F:21])=[CH:16][C:15]=2[CH2:24][N:25]([CH2:36][CH3:37])[C:26](=[O:35])[CH2:27][S:28][C:29]2[CH:34]=[CH:33][CH:32]=[CH:31][CH:30]=2)[C:9]([O:12][CH3:13])=[CH:10][CH:11]=1)C.[Li+].[OH-].Cl, predict the reaction product. The product is: [CH2:36]([N:25]([CH2:24][C:15]1[CH:16]=[C:17]([C:20]([F:23])([F:22])[F:21])[CH:18]=[CH:19][C:14]=1[C:8]1[C:9]([O:12][CH3:13])=[CH:10][CH:11]=[C:6]([CH2:5][C:4]([OH:38])=[O:3])[CH:7]=1)[C:26](=[O:35])[CH2:27][S:28][C:29]1[CH:34]=[CH:33][CH:32]=[CH:31][CH:30]=1)[CH3:37].